This data is from Experimentally validated miRNA-target interactions with 360,000+ pairs, plus equal number of negative samples. The task is: Binary Classification. Given a miRNA mature sequence and a target amino acid sequence, predict their likelihood of interaction. (1) The miRNA is hsa-miR-3133 with sequence UAAAGAACUCUUAAAACCCAAU. The protein sequence of the target gene is MANQLRERHQSLKKKYRELIDGDPSLPPEKRKQANLAQLLRDSQDRNKHLGEEIKELQQRLGEVQGDNKLLRMTIAKQRLGDEAIGVRHFAAHEREDLVQQLERAKEQIESLEHDLQASVDELQDVKEERSSYQDKVERLNQELNHILSGHENRIIDVDALCMENRYLQERLKQLHEEVNLLKSNIAKYKNALERRKNSKGQGKSSSSALTGVLSAKQVQDLLSEDHGCSLPATPQSISDLKSLATALLETIHEKNMVIQHQRQTNKILGNRVAELEKKLRTLEVSGLWSLPGGKDTILF.... Result: 1 (interaction). (2) The miRNA is mmu-miR-9-5p with sequence UCUUUGGUUAUCUAGCUGUAUGA. The protein sequence of the target gene is MWMTPKRIRMEVDEALVFRPEWTQRYLVVEPAEGDGALCLVCRRLVASTRERDVRRHYEAEHEFYERFVGDEERAALVERLRQGDMSLAAVLTPEERATRAGLGLCRFLALKGRGWGEGDFVHQCMEVLLREVLPDHVGVLEGIDLSPEITRQRILSIDSNLRSQLFNRARDFKAYSLALDDQAFVAYENYLLVFIRGVGRDLEVQEDLLTIINLTHHFSVGALMSAILEALQTAGLSLQRMVGLTTTHTLRMIGENSGLVSYMREKAVSPNCWNVIHYSGFLHLELLSSYDVDINQIIN.... Result: 1 (interaction). (3) The miRNA is rno-miR-499-5p with sequence UUAAGACUUGCAGUGAUGUUU. The protein sequence of the target gene is MISLPGPLVTNLLRFLFLGLSALAPPSRAQLQLHLPANRLQAVEGGEVVLPAWYTLHGEVSSSQPWEVPFVMWFFKQKEKEDQVLSYINGVTTSKPGVSLVYSMPSRNLSLRLEGLQEKDSGPYSCSVNVQDKQGKSRGHSIKTLELNVLVPPAPPSCRLQGVPHVGANVTLSCQSPRSKPAVQYQWDRQLPSFQTFFAPALDVIRGSLSLTNLSSSMAGVYVCKAHNEVGTAQCNVTLEVSTGPGAAVVAGAVVGTLVGLGLLAGLVLLYHRRGKALEEPANDIKEDAIAPRTLPWPKS.... Result: 0 (no interaction). (4) The miRNA is hsa-miR-4744 with sequence UCUAAAGACUAGACUUCGCUAUG. The protein sequence of the target gene is MAEGGAADLDTQRSDIATLLKTSLRKGDTWYLVDSRWFKQWKKYVGFDSWDKYQMGDQNVYPGPIDNSGLLKDGDAQSLKEHLIDELDYILLPTEGWNKLVSWYTLMEGQEPIARKVVEQGMFVKHCKVEVYLTELKLCENGNMNNVVTRRFSKADTIDTIEKEIRKIFNIPDEKEARLWNKYMSNTFEPLNKPDSTIQDAGLYQGQVLVIEQKNEDGTWPRGPSTPKSPGASNFSTLPKISPSSLSNNYNNINNRNVKNSNYCLPSYTAYKNYDYSEPGRNNEQPGLCGLSNLGNTCFM.... Result: 0 (no interaction). (5) The miRNA is mmu-miR-6420 with sequence ACUAAUCCUAUAAAAUCAAAC. The protein sequence of the target gene is MISITEWQKIGVGITGFGIFFILFGTLLYFDSVLLAFGNLLFLTGLSLIIGLRKTFWFFFQRHKLKGTSFLLGGVVIVLLRWPLLGMFLETYGFFSLFKGFFPVAFGFLGNVCNIPFLGALFRRLQGTSSMV. Result: 0 (no interaction).